From a dataset of Catalyst prediction with 721,799 reactions and 888 catalyst types from USPTO. Predict which catalyst facilitates the given reaction. (1) Reactant: C([N:8](CC1C=CC=CC=1)[C@@H:9]([C:15](=[O:18])[CH2:16][CH3:17])[C:10]([O:12][CH2:13][CH3:14])=[O:11])C1C=CC=CC=1.[C:34](O[C:34]([O:36][C:37]([CH3:40])([CH3:39])[CH3:38])=[O:35])([O:36][C:37]([CH3:40])([CH3:39])[CH3:38])=[O:35]. Product: [C:37]([O:36][C:34]([NH:8][C@@H:9]([C:15](=[O:18])[CH2:16][CH3:17])[C:10]([O:12][CH2:13][CH3:14])=[O:11])=[O:35])([CH3:38])([CH3:39])[CH3:40]. The catalyst class is: 320. (2) Reactant: N#N.[CH3:3][C:4]1([C:9]2[CH:14]=[CH:13][CH:12]=[C:11]([CH2:15][N:16]3[CH:20]=[CH:19][C:18]([N+:21]([O-])=O)=[N:17]3)[N:10]=2)[O:8][CH2:7][CH2:6][O:5]1.[NH4+].[Cl-]. Product: [CH3:3][C:4]1([C:9]2[N:10]=[C:11]([CH2:15][N:16]3[CH:20]=[CH:19][C:18]([NH2:21])=[N:17]3)[CH:12]=[CH:13][CH:14]=2)[O:8][CH2:7][CH2:6][O:5]1. The catalyst class is: 314. (3) Reactant: Cl.[O:2]1[C:6]2[CH:7]=[CH:8][C:9]([C:11]3([N:21]([CH3:23])[CH3:22])[CH2:20][CH2:19][C:14]4(OCC[O:15]4)[CH2:13][CH2:12]3)=[CH:10][C:5]=2[O:4][CH2:3]1. Product: [O:2]1[C:6]2[CH:7]=[CH:8][C:9]([C:11]3([N:21]([CH3:23])[CH3:22])[CH2:12][CH2:13][C:14](=[O:15])[CH2:19][CH2:20]3)=[CH:10][C:5]=2[O:4][CH2:3]1. The catalyst class is: 33. (4) Reactant: C(O)(C(F)(F)F)=O.[C:8]([C:12]1[CH:13]=[C:14]([NH:68][S:69]([CH3:72])(=[O:71])=[O:70])[C:15]([O:66][CH3:67])=[C:16]([NH:18][C:19](=[O:65])[NH:20][C:21]2[C:30]3[C:25](=[CH:26][CH:27]=[CH:28][CH:29]=3)[C:24]([O:31][C:32]3[CH:37]=[CH:36][N:35]=[C:34]([NH:38][C:39]4[CH:62]=[CH:61][C:42]([C:43]([NH:45][CH2:46][CH2:47][CH:48]5[CH2:53][CH2:52][N:51](C(OC(C)(C)C)=O)[CH2:50][CH2:49]5)=[O:44])=[C:41]([O:63][CH3:64])[CH:40]=4)[CH:33]=3)=[CH:23][CH:22]=2)[CH:17]=1)([CH3:11])([CH3:10])[CH3:9]. Product: [C:8]([C:12]1[CH:13]=[C:14]([NH:68][S:69]([CH3:72])(=[O:71])=[O:70])[C:15]([O:66][CH3:67])=[C:16]([NH:18][C:19](=[O:65])[NH:20][C:21]2[C:30]3[C:25](=[CH:26][CH:27]=[CH:28][CH:29]=3)[C:24]([O:31][C:32]3[CH:37]=[CH:36][N:35]=[C:34]([NH:38][C:39]4[CH:62]=[CH:61][C:42]([C:43]([NH:45][CH2:46][CH2:47][CH:48]5[CH2:49][CH2:50][NH:51][CH2:52][CH2:53]5)=[O:44])=[C:41]([O:63][CH3:64])[CH:40]=4)[CH:33]=3)=[CH:23][CH:22]=2)[CH:17]=1)([CH3:11])([CH3:9])[CH3:10]. The catalyst class is: 2. (5) Reactant: CS(O[C:6]1[N:7]=[C:8]([S:20][CH3:21])[N:9]=[N:10][C:11]=1[C:12]1[CH:17]=[C:16]([Cl:18])[CH:15]=[C:14]([Cl:19])[CH:13]=1)(=O)=O.C([O-])([O-])=O.[K+].[K+].[CH3:28][CH:29]1[CH2:34][CH2:33][CH2:32][NH:31][CH2:30]1.C(OCC)(=O)C.CCCCCC. Product: [Cl:19][C:14]1[CH:13]=[C:12]([C:11]2[N:10]=[N:9][C:8]([S:20][CH3:21])=[N:7][C:6]=2[N:31]2[CH2:32][CH2:33][CH2:34][CH:29]([CH3:28])[CH2:30]2)[CH:17]=[C:16]([Cl:18])[CH:15]=1. The catalyst class is: 38. (6) Reactant: FC(F)(F)C(O)=O.[C:8]1([CH3:21])[CH:13]=[CH:12][C:11]([NH:14][CH:15]2[CH2:20][CH2:19][NH:18][CH2:17][CH2:16]2)=[CH:10][CH:9]=1.Br[CH2:23][CH2:24][CH2:25][CH:26]1[CH2:31][CH2:30][CH2:29][CH2:28][CH2:27]1.C(=O)([O-])[O-].[K+].[K+].ClCCl. Product: [CH:26]1([CH2:25][CH2:24][CH2:23][N:18]2[CH2:19][CH2:20][CH:15]([NH:14][C:11]3[CH:10]=[CH:9][C:8]([CH3:21])=[CH:13][CH:12]=3)[CH2:16][CH2:17]2)[CH2:31][CH2:30][CH2:29][CH2:28][CH2:27]1. The catalyst class is: 9. (7) Reactant: Br[C:2]1[CH:3]=[CH:4][C:5]2[N:6]([C:8]([C:11]#[C:12][CH:13]([OH:15])[CH3:14])=[CH:9][N:10]=2)[N:7]=1.C(Cl)Cl.[F:19][C:20]1[CH:25]=[C:24]([F:26])[CH:23]=[CH:22][C:21]=1[S:27]([NH:30][C:31]1[C:32]([O:46][CH3:47])=[N:33][CH:34]=[C:35](B2OC(C)(C)C(C)(C)O2)[CH:36]=1)(=[O:29])=[O:28].C([O-])([O-])=O.[Na+].[Na+]. Product: [F:19][C:20]1[CH:25]=[C:24]([F:26])[CH:23]=[CH:22][C:21]=1[S:27]([NH:30][C:31]1[C:32]([O:46][CH3:47])=[N:33][CH:34]=[C:35]([C:2]2[CH:3]=[CH:4][C:5]3[N:6]([C:8]([C:11]#[C:12][CH:13]([OH:15])[CH3:14])=[CH:9][N:10]=3)[N:7]=2)[CH:36]=1)(=[O:29])=[O:28]. The catalyst class is: 622. (8) Reactant: [Cl:1][C:2]1[N:3]=[N:4][C:5](I)=[C:6]([CH3:9])[C:7]=1[CH3:8].[Cu](C#N)[C:12]#[N:13].ClCCl. Product: [Cl:1][C:2]1[N:3]=[N:4][C:5]([C:12]#[N:13])=[C:6]([CH3:9])[C:7]=1[CH3:8]. The catalyst class is: 10. (9) Reactant: [C:1]([C:5]1[CH:6]=[C:7]([OH:11])[CH:8]=[CH:9][CH:10]=1)([CH3:4])([CH3:3])[CH3:2].O[CH2:13][NH:14][C:15](=[O:18])[CH2:16][Cl:17].S(=O)(=O)(O)O.C([O-])(O)=O.[Na+]. Product: [C:1]([C:5]1[CH:10]=[CH:9][C:8]([CH2:13][NH:14][C:15](=[O:18])[CH2:16][Cl:17])=[C:7]([OH:11])[CH:6]=1)([CH3:4])([CH3:2])[CH3:3]. The catalyst class is: 15.